This data is from Forward reaction prediction with 1.9M reactions from USPTO patents (1976-2016). The task is: Predict the product of the given reaction. (1) Given the reactants C([O:3][C:4](=[O:36])[CH2:5][O:6][C:7]1[CH:12]=[CH:11][C:10]([O:13][CH:14]([C:18]2[C:19]([CH3:34])=[N:20][C:21]([C:24]3[CH:29]=[CH:28][CH:27]=[C:26]([C:30]([F:33])([F:32])[F:31])[CH:25]=3)=[CH:22][CH:23]=2)[CH2:15][CH2:16][CH3:17])=[CH:9][C:8]=1[CH3:35])C.ClC(C1C(C)=NC(C2C=CC=C(C(F)(F)F)C=2)=CC=1)CCC.ClC(C1C(C)=NC(C2C=CC=C(C(F)(F)F)C=2)=CC=1)C, predict the reaction product. The product is: [CH3:35][C:8]1[CH:9]=[C:10]([O:13][CH:14]([C:18]2[C:19]([CH3:34])=[N:20][C:21]([C:24]3[CH:29]=[CH:28][CH:27]=[C:26]([C:30]([F:32])([F:31])[F:33])[CH:25]=3)=[CH:22][CH:23]=2)[CH2:15][CH2:16][CH3:17])[CH:11]=[CH:12][C:7]=1[O:6][CH2:5][C:4]([OH:36])=[O:3]. (2) Given the reactants [CH2:1]([O:8][C:9]([NH:11][C@@H:12]([CH2:16][NH:17][C:18]([O:20][C:21]([CH3:24])([CH3:23])[CH3:22])=[O:19])[C:13]([OH:15])=O)=[O:10])[C:2]1[CH:7]=[CH:6][CH:5]=[CH:4][CH:3]=1.Cl.[NH:26]1[CH2:31][CH2:30][CH2:29][CH2:28][C@@H:27]1[C:32]([O:34][CH3:35])=[O:33].C(Cl)CCl.C1C=CC2N(O)N=NC=2C=1, predict the reaction product. The product is: [CH2:1]([O:8][C:9]([NH:11][C@@H:12]([CH2:16][NH:17][C:18]([O:20][C:21]([CH3:24])([CH3:23])[CH3:22])=[O:19])[C:13]([N:26]1[CH2:31][CH2:30][CH2:29][CH2:28][C@@H:27]1[C:32]([O:34][CH3:35])=[O:33])=[O:15])=[O:10])[C:2]1[CH:3]=[CH:4][CH:5]=[CH:6][CH:7]=1. (3) Given the reactants [O:1]=[C:2]1[CH2:11][CH2:10][C:9]2[CH:8]=[C:7]([CH2:12][C:13]([O:15][CH2:16][CH3:17])=[O:14])[CH:6]=[CH:5][C:4]=2[CH2:3]1.[CH2:18](O)[CH2:19][OH:20].CC1C=CC(S(O)(=O)=O)=CC=1, predict the reaction product. The product is: [CH2:3]1[C:4]2[C:9](=[CH:8][C:7]([CH2:12][C:13]([O:15][CH2:16][CH3:17])=[O:14])=[CH:6][CH:5]=2)[CH2:10][CH2:11][C:2]21[O:20][CH2:19][CH2:18][O:1]2. (4) Given the reactants [Br:1][C:2]1[C:11]([CH3:12])=[CH:10][C:5]([C:6]([O:8][CH3:9])=[O:7])=[C:4]([OH:13])[CH:3]=1.[C:14](OC(=O)C)(=[O:16])[CH3:15], predict the reaction product. The product is: [C:14]([O:13][C:4]1[CH:3]=[C:2]([Br:1])[C:11]([CH3:12])=[CH:10][C:5]=1[C:6]([O:8][CH3:9])=[O:7])(=[O:16])[CH3:15].